Task: Predict which catalyst facilitates the given reaction.. Dataset: Catalyst prediction with 721,799 reactions and 888 catalyst types from USPTO (1) Reactant: [CH3:1][S:2]([C:5]1[CH:10]=[C:9]([C:11]2[CH:16]=[CH:15][N:14]=[CH:13][CH:12]=2)[CH:8]=[CH:7][C:6]=1[NH2:17])(=[O:4])=[O:3].[F:18][C:19]1[CH:20]=[C:21]2[C:26](=[CH:27][CH:28]=1)[CH:25]=[C:24]([S:29](Cl)(=[O:31])=[O:30])[CH:23]=[CH:22]2. Product: [CH3:1][S:2]([C:5]1[CH:10]=[C:9]([C:11]2[CH:12]=[CH:13][N:14]=[CH:15][CH:16]=2)[CH:8]=[CH:7][C:6]=1[NH:17][S:29]([C:24]1[CH:23]=[CH:22][C:21]2[C:26](=[CH:27][CH:28]=[C:19]([F:18])[CH:20]=2)[CH:25]=1)(=[O:30])=[O:31])(=[O:4])=[O:3]. The catalyst class is: 154. (2) Product: [C:14]([O:13][C:11]([N:10]([C:7]1[O:8][CH2:9][C:5]2([N:6]=1)[C:25]1([CH2:28][O:27][CH2:26]1)[CH2:29][O:30][C:31]1[C:4]2=[CH:3][C:2]([B:37]2[O:38][C:39]([CH3:41])([CH3:40])[C:35]([CH3:51])([CH3:34])[O:36]2)=[CH:33][CH:32]=1)[C:18]([O:20][C:21]([CH3:24])([CH3:22])[CH3:23])=[O:19])=[O:12])([CH3:16])([CH3:15])[CH3:17]. The catalyst class is: 75. Reactant: Br[C:2]1[CH:3]=[C:4]2[C:31](=[CH:32][CH:33]=1)[O:30][CH2:29][C:25]1([CH2:28][O:27][CH2:26]1)[C:5]12[CH2:9][O:8][C:7]([N:10]([C:18]([O:20][C:21]([CH3:24])([CH3:23])[CH3:22])=[O:19])[C:11]([O:13][C:14]([CH3:17])([CH3:16])[CH3:15])=[O:12])=[N:6]1.[CH3:34][C:35]1([CH3:51])[C:39]([CH3:41])([CH3:40])[O:38][B:37]([B:37]2[O:38][C:39]([CH3:41])([CH3:40])[C:35]([CH3:51])([CH3:34])[O:36]2)[O:36]1.C([O-])(=O)C.[K+]. (3) Reactant: Cl[CH2:2][C:3]([C:5]1[CH:10]=[CH:9][C:8]([F:11])=[CH:7][CH:6]=1)=[O:4].[Na].[C:13]([O:19][CH2:20][CH3:21])(=[O:18])[CH2:14][C:15]([CH3:17])=[O:16].[I-].[Na+]. Product: [CH2:20]([O:19][C:13](=[O:18])[CH:14]([CH2:2][C:3]([C:5]1[CH:10]=[CH:9][C:8]([F:11])=[CH:7][CH:6]=1)=[O:4])[C:15](=[O:16])[CH3:17])[CH3:21]. The catalyst class is: 21. (4) Reactant: [N:1]1[CH:6]=[CH:5][CH:4]=[C:3](B(O)O)[CH:2]=1.Br[C:11]1[N:12]([CH3:36])[C:13]2[C:18]([N:19]=1)=[C:17]([N:20]1[CH2:25][CH2:24][CH:23]([N:26]3[C:30]4[CH:31]=[CH:32][CH:33]=[CH:34][C:29]=4[NH:28][C:27]3=[O:35])[CH2:22][CH2:21]1)[N:16]=[CH:15][N:14]=2.P([O-])([O-])([O-])=O.[K+].[K+].[K+]. Product: [CH3:36][N:12]1[C:11]([C:3]2[CH:2]=[N:1][CH:6]=[CH:5][CH:4]=2)=[N:19][C:18]2[C:13]1=[N:14][CH:15]=[N:16][C:17]=2[N:20]1[CH2:21][CH2:22][CH:23]([N:26]2[C:30]3[CH:31]=[CH:32][CH:33]=[CH:34][C:29]=3[NH:28][C:27]2=[O:35])[CH2:24][CH2:25]1. The catalyst class is: 117. (5) Product: [Si:18]([O:10][C:6]1[CH:5]=[C:4]([C:1](=[O:3])[CH3:2])[CH:9]=[CH:8][CH:7]=1)([C:21]([CH3:24])([CH3:23])[CH3:22])([CH3:20])[CH3:19]. Reactant: [C:1]([C:4]1[CH:5]=[C:6]([OH:10])[CH:7]=[CH:8][CH:9]=1)(=[O:3])[CH3:2].C(N(CC)CC)C.[Si:18](Cl)([C:21]([CH3:24])([CH3:23])[CH3:22])([CH3:20])[CH3:19]. The catalyst class is: 7. (6) Reactant: [S:1]([Cl:5])(Cl)(=[O:3])=[O:2].[Cl:6][C:7]1[CH:12]=[CH:11][CH:10]=[C:9]([CH:13]=[CH2:14])[CH:8]=1. Product: [Cl:6][C:7]1[CH:8]=[C:9](/[CH:13]=[CH:14]/[S:1]([Cl:5])(=[O:3])=[O:2])[CH:10]=[CH:11][CH:12]=1. The catalyst class is: 3.